Dataset: Catalyst prediction with 721,799 reactions and 888 catalyst types from USPTO. Task: Predict which catalyst facilitates the given reaction. (1) Product: [F:1][C:2]1[C:10]2[N:9]=[C:8]([O:40][C@@H:43]3[C@@H:48]4[O:33][CH2:31][C@@H:25]([OH:28])[C@@H:46]4[O:45][CH2:44]3)[NH:7][C:6]=2[CH:5]=[C:4]([F:23])[C:3]=1[I:24]. Reactant: [F:1][C:2]1[C:10]2[N:9]=[C:8](S(C)(=O)=O)[N:7](COCC[Si](C)(C)C)[C:6]=2[CH:5]=[C:4]([F:23])[C:3]=1[I:24].[C:25]([O-:28])([O-])=O.[Cs+].[Cs+].[CH:31]([OH:33])=O.S([O-])(O)(=O)=O.[K+].[OH-:40].[Na+].Cl.[CH3:43][CH2:44][O:45][C:46]([CH3:48])=O. The catalyst class is: 198. (2) Reactant: [CH3:1][N:2]1[C:8]2[CH:9]=[CH:10][CH:11]=[CH:12][C:7]=2[CH2:6][N:5]([C:13](=[O:30])[CH2:14][C@H:15]([NH:26]C(=O)O)[CH2:16][C:17]2[CH:22]=[C:21]([F:23])[C:20]([F:24])=[CH:19][C:18]=2[F:25])[CH2:4][C:3]1=[O:31].[F:32][C:33]([F:38])([F:37])[C:34]([OH:36])=[O:35]. Product: [F:32][C:33]([F:38])([F:37])[C:34]([OH:36])=[O:35].[NH2:26][C@H:15]([CH2:16][C:17]1[CH:22]=[C:21]([F:23])[C:20]([F:24])=[CH:19][C:18]=1[F:25])[CH2:14][C:13]([N:5]1[CH2:6][C:7]2[CH:12]=[CH:11][CH:10]=[CH:9][C:8]=2[N:2]([CH3:1])[C:3](=[O:31])[CH2:4]1)=[O:30]. The catalyst class is: 2. (3) Reactant: C(Cl)(=O)C(Cl)=O.[CH3:7][C:8]1[C:20]([CH3:21])=[CH:19][CH:18]=[CH:17][C:9]=1[O:10][C:11]([CH3:16])([CH3:15])[C:12]([OH:14])=O.[Cl-].[Al+3].[Cl-].[Cl-]. Product: [CH3:15][C:11]1([CH3:16])[C:12](=[O:14])[C:17]2[CH:18]=[CH:19][C:20]([CH3:21])=[C:8]([CH3:7])[C:9]=2[O:10]1. The catalyst class is: 198. (4) Reactant: C(N(C(C)C)C(C)C)C.[Cl:10][C:11]1[C:16]([Cl:17])=[CH:15][CH:14]=[CH:13][C:12]=1[S:18](Cl)(=[O:20])=[O:19].Cl.[CH3:23][O:24][C:25]([C:27]1[CH:28]=[C:29]2[C:33](=[CH:34][CH:35]=1)[CH2:32][CH2:31][C@H:30]2[NH2:36])=[O:26]. Product: [Cl:10][C:11]1[C:16]([Cl:17])=[CH:15][CH:14]=[CH:13][C:12]=1[S:18]([NH:36][C@H:30]1[C:29]2[C:33](=[CH:34][CH:35]=[C:27]([C:25]([O:24][CH3:23])=[O:26])[CH:28]=2)[CH2:32][CH2:31]1)(=[O:20])=[O:19]. The catalyst class is: 124. (5) Reactant: [C:1]([NH:4][C:5]1[N:9]([C:10]2[CH:15]=[C:14]([S:16][CH2:17][C:18]([F:21])([F:20])[F:19])[C:13]([CH3:22])=[CH:12][C:11]=2[F:23])[N:8]=[C:7]([O:24][CH2:25][C:26]([F:32])([F:31])[C:27]([F:30])([F:29])[F:28])[CH:6]=1)(=O)[CH3:2].[H-].[Na+].Br[CH2:36]C#C.O. Product: [F:23][C:11]1[CH:12]=[C:13]([CH3:22])[C:14]([S:16][CH2:17][C:18]([F:19])([F:20])[F:21])=[CH:15][C:10]=1[N:9]1[C:5]([NH:4][CH2:1][C:2]#[CH:36])=[CH:6][C:7]([O:24][CH2:25][C:26]([F:32])([F:31])[C:27]([F:29])([F:30])[F:28])=[N:8]1. The catalyst class is: 42. (6) Reactant: [CH2:1]([O:8][C:9]1[CH:14]=[CH:13][C:12]([C@@H:15]2[CH2:17][O:16]2)=[CH:11][C:10]=1[N+:18]([O-])=O)[C:2]1[CH:7]=[CH:6][CH:5]=[CH:4][CH:3]=1.[CH2:21]([NH:28][CH2:29][CH2:30][CH:31]([C:43]1[CH:48]=[CH:47][C:46]([NH:49][C:50]([O:52][CH3:53])=[O:51])=[CH:45][CH:44]=1)[C:32]1[CH:37]=[CH:36][C:35]([NH:38][C:39]([O:41][CH3:42])=[O:40])=[CH:34][CH:33]=1)[C:22]1[CH:27]=[CH:26][CH:25]=[CH:24][CH:23]=1.C(O)C.[Cl-].[NH4+]. Product: [NH2:18][C:10]1[CH:11]=[C:12]([C@@H:15]([OH:16])[CH2:17][N:28]([CH2:29][CH2:30][CH:31]([C:43]2[CH:48]=[CH:47][C:46]([NH:49][C:50]([O:52][CH3:53])=[O:51])=[CH:45][CH:44]=2)[C:32]2[CH:37]=[CH:36][C:35]([NH:38][C:39]([O:41][CH3:42])=[O:40])=[CH:34][CH:33]=2)[CH2:21][C:22]2[CH:27]=[CH:26][CH:25]=[CH:24][CH:23]=2)[CH:13]=[CH:14][C:9]=1[O:8][CH2:1][C:2]1[CH:7]=[CH:6][CH:5]=[CH:4][CH:3]=1. The catalyst class is: 150. (7) Reactant: [Cl:1][C:2]1[CH:3]=[CH:4][C:5]2[NH:10][C:9](=[O:11])[O:8][C:7]([C:14]([F:17])([F:16])[F:15])([CH:12]=[CH2:13])[C:6]=2[CH:18]=1.[H-].[Na+].[CH3:21]I.[Cl-].[NH4+]. Product: [Cl:1][C:2]1[CH:3]=[CH:4][C:5]2[N:10]([CH3:21])[C:9](=[O:11])[O:8][C:7]([C:14]([F:15])([F:16])[F:17])([CH:12]=[CH2:13])[C:6]=2[CH:18]=1. The catalyst class is: 248. (8) Reactant: [CH3:1][CH:2]([CH3:34])[CH2:3][C@H:4]([N:23]1[C:31](=[O:32])[C:30]2[C:25](=[CH:26][CH:27]=[CH:28][CH:29]=2)[C:24]1=[O:33])[CH2:5][O:6][C:7]1[CH:8]=[CH:9][C:10]2[C:20]3[C:15](=[CH:16][N:17]=[CH:18][CH:19]=3)[CH:14]([CH:21]=[CH2:22])[O:13][C:11]=2[CH:12]=1. Product: [CH2:21]([CH:14]1[C:15]2=[CH:16][N:17]=[CH:18][CH:19]=[C:20]2[C:10]2[CH:9]=[CH:8][C:7]([O:6][CH2:5][C@@H:4]([N:23]3[C:31](=[O:32])[C:30]4[C:25](=[CH:26][CH:27]=[CH:28][CH:29]=4)[C:24]3=[O:33])[CH2:3][CH:2]([CH3:34])[CH3:1])=[CH:12][C:11]=2[O:13]1)[CH3:22]. The catalyst class is: 19. (9) Reactant: [BH4-].[Na+].[F:3][CH:4]([F:51])[C:5]([C:38]1[CH:43]=[CH:42][C:41]([C:44]2[CH:49]=[CH:48][C:47]([F:50])=[CH:46][N:45]=2)=[CH:40][CH:39]=1)([OH:37])[CH2:6][C:7]1[N:8]([C:18]([C:31]2[CH:36]=[CH:35][CH:34]=[CH:33][CH:32]=2)([C:25]2[CH:30]=[CH:29][CH:28]=[CH:27][CH:26]=2)[C:19]2[CH:24]=[CH:23][CH:22]=[CH:21][CH:20]=2)[CH:9]=[C:10]([CH2:12][C:13]([CH3:17])([CH3:16])[CH:14]=[O:15])[N:11]=1. Product: [F:51][CH:4]([F:3])[C:5]([C:38]1[CH:39]=[CH:40][C:41]([C:44]2[CH:49]=[CH:48][C:47]([F:50])=[CH:46][N:45]=2)=[CH:42][CH:43]=1)([OH:37])[CH2:6][C:7]1[N:8]([C:18]([C:25]2[CH:30]=[CH:29][CH:28]=[CH:27][CH:26]=2)([C:31]2[CH:36]=[CH:35][CH:34]=[CH:33][CH:32]=2)[C:19]2[CH:20]=[CH:21][CH:22]=[CH:23][CH:24]=2)[CH:9]=[C:10]([CH2:12][C:13]([CH3:17])([CH3:16])[CH2:14][OH:15])[N:11]=1. The catalyst class is: 5. (10) Reactant: [C:1]([O:4][C:5]1[C:6]([CH3:27])=[C:7]([CH:24]=[CH:25][CH:26]=1)[C:8]([NH:10][C@@H:11]([CH2:17][C:18]1[CH:23]=[CH:22][CH:21]=[CH:20][CH:19]=1)[C@H:12]([OH:16])[C:13](O)=[O:14])=[O:9])(=[O:3])[CH3:2].[CH2:28]([NH:31][C:32]([C@@H:34]1[C:38]([CH3:40])([CH3:39])[S:37][CH2:36][NH:35]1)=[O:33])[CH:29]=[CH2:30].O.C(N=C=NC(C)C)(C)C. Product: [CH2:28]([NH:31][C:32]([C@@H:34]1[C:38]([CH3:40])([CH3:39])[S:37][CH2:36][N:35]1[C:13](=[O:14])[C@@H:12]([OH:16])[C@@H:11]([NH:10][C:8]([C:7]1[C:6]([CH3:27])=[C:5]([O:4][C:1](=[O:3])[CH3:2])[CH:26]=[CH:25][CH:24]=1)=[O:9])[CH2:17][C:18]1[CH:23]=[CH:22][CH:21]=[CH:20][CH:19]=1)=[O:33])[CH:29]=[CH2:30]. The catalyst class is: 504.